Dataset: Reaction yield outcomes from USPTO patents with 853,638 reactions. Task: Predict the reaction yield, written as a fraction of the theoretical maximum amount of product (1.0 means a 100% yield; for example, 0.34 means a 34% yield). (1) The reactants are [C:1]1(=[O:10])[C:9]2[C:4](=[CH:5][CH:6]=[CH:7][CH:8]=2)[CH2:3][O:2]1.[N+:11]([O-])([O-:13])=[O:12].[K+]. The catalyst is OS(O)(=O)=O. The product is [N+:11]([C:7]1[CH:8]=[C:9]2[C:4]([CH2:3][O:2][C:1]2=[O:10])=[CH:5][CH:6]=1)([O-:13])=[O:12]. The yield is 0.800. (2) The reactants are [C:1]1([CH:7]([C:9]2[N:17]([S:18]([C:21]3[CH:26]=[CH:25][CH:24]=[CH:23][CH:22]=3)(=[O:20])=[O:19])[C:12]3=[CH:13][N:14]=[CH:15][CH:16]=[C:11]3[CH:10]=2)[OH:8])[CH:6]=[CH:5][CH:4]=[CH:3][CH:2]=1. The yield is 0.680. The product is [C:1]1([C:7]([C:9]2[N:17]([S:18]([C:21]3[CH:26]=[CH:25][CH:24]=[CH:23][CH:22]=3)(=[O:20])=[O:19])[C:12]3=[CH:13][N:14]=[CH:15][CH:16]=[C:11]3[CH:10]=2)=[O:8])[CH:2]=[CH:3][CH:4]=[CH:5][CH:6]=1. The catalyst is C1COCC1.O=[Mn]=O.